This data is from Forward reaction prediction with 1.9M reactions from USPTO patents (1976-2016). The task is: Predict the product of the given reaction. (1) Given the reactants NC1C(NC2C=CC=C(O)C=2)=NC(NC2C=CC=C(O)C=2)=NC=1C(OCC)=O.[CH2:29]([O:31][C:32]([C:34]1[N:39]=[C:38]([NH:40][CH2:41][C:42]([O:44][CH2:45][CH3:46])=[O:43])[N:37]=[C:36]([NH:47][CH2:48][C:49]([O:51][CH2:52][CH3:53])=[O:50])[C:35]=1[N+:54]([O-])=O)=[O:33])[CH3:30].[H][H], predict the reaction product. The product is: [NH2:54][C:35]1[C:36]([NH:47][CH2:48][C:49]([O:51][CH2:52][CH3:53])=[O:50])=[N:37][C:38]([NH:40][CH2:41][C:42]([O:44][CH2:45][CH3:46])=[O:43])=[N:39][C:34]=1[C:32]([O:31][CH2:29][CH3:30])=[O:33]. (2) Given the reactants [O:1]=[S:2]1(=[O:33])[CH2:6][CH2:5][CH2:4][N:3]1[C:7]1[CH:8]=[CH:9][C:10]([C:16]([N:18]2[CH2:23][CH2:22][N:21]([C:24]3[C:29]([CH3:30])=[CH:28][C:27]([CH3:31])=[C:26]([CH3:32])[N:25]=3)[CH2:20][CH2:19]2)=[O:17])=[C:11]([CH:15]=1)[C:12]([NH2:14])=[O:13].[C:34](O[C:34]([O:36][C:37]([CH3:40])([CH3:39])[CH3:38])=[O:35])([O:36][C:37]([CH3:40])([CH3:39])[CH3:38])=[O:35], predict the reaction product. The product is: [C:37]([O:36][C:34]([N:14]([C:34]([O:36][C:37]([CH3:40])([CH3:39])[CH3:38])=[O:35])[C:12](=[O:13])[C:11]1[CH:15]=[C:7]([N:3]2[CH2:4][CH2:5][CH2:6][S:2]2(=[O:1])=[O:33])[CH:8]=[CH:9][C:10]=1[C:16]([N:18]1[CH2:19][CH2:20][N:21]([C:24]2[C:29]([CH3:30])=[CH:28][C:27]([CH3:31])=[C:26]([CH3:32])[N:25]=2)[CH2:22][CH2:23]1)=[O:17])=[O:35])([CH3:40])([CH3:39])[CH3:38]. (3) Given the reactants Cl.[I:2][C:3]1[CH:8]=[CH:7][N:6]=[C:5]([O:9][C@@H:10]2[CH2:15][CH2:14][C@@H:13]([CH3:16])[NH:12][CH2:11]2)[C:4]=1[O:17][CH3:18].[CH3:19][O:20][C:21]1[CH:29]=[CH:28][C:24]([C:25]([O-])=[O:26])=[C:23]([C:30]2[N:35]=[CH:34][CH:33]=[CH:32][N:31]=2)[N:22]=1.[K+].CCN(C(C)C)C(C)C.C(P1(=O)OP(=O)(CCC)OP(=O)(CCC)O1)CC, predict the reaction product. The product is: [I:2][C:3]1[CH:8]=[CH:7][N:6]=[C:5]([O:9][C@H:10]2[CH2:11][N:12]([C:25]([C:24]3[C:23]([C:30]4[N:35]=[CH:34][CH:33]=[CH:32][N:31]=4)=[N:22][C:21]([O:20][CH3:19])=[CH:29][CH:28]=3)=[O:26])[C@H:13]([CH3:16])[CH2:14][CH2:15]2)[C:4]=1[O:17][CH3:18]. (4) Given the reactants [C:1]1([S:7]([N:10]2[C:14]3=[N:15][CH:16]=[CH:17][C:18]([O:19][CH3:20])=[C:13]3[CH:12]=[C:11]2I)(=[O:9])=[O:8])[CH:6]=[CH:5][CH:4]=[CH:3][CH:2]=1.C([Sn](CCCC)(CCCC)[C:27]1[CH2:31][CH2:30][CH2:29][CH:28]=1)CCC, predict the reaction product. The product is: [C:1]1([S:7]([N:10]2[C:14]3[C:13](=[C:18]([O:19][CH3:20])[CH:17]=[CH:16][N:15]=3)[CH:12]=[C:11]2[C:27]2[CH2:31][CH2:30][CH2:29][CH:28]=2)(=[O:9])=[O:8])[CH:6]=[CH:5][CH:4]=[CH:3][CH:2]=1. (5) Given the reactants [Br:1][C:2]1[CH:10]=[CH:9][C:5]([C:6](O)=[O:7])=[CH:4][C:3]=1[Cl:11].[CH3:12][Si:13]([CH2:16][NH2:17])([CH3:15])[CH3:14].O, predict the reaction product. The product is: [Br:1][C:2]1[CH:10]=[CH:9][C:5]([C:6]([NH:17][CH2:16][Si:13]([CH3:15])([CH3:14])[CH3:12])=[O:7])=[CH:4][C:3]=1[Cl:11]. (6) The product is: [Cl:12][C:13]1[CH:18]=[CH:17][C:16]([C:19]([N:24]2[C:32]3[C:27](=[C:28]([N:33]([CH2:38][O:39][CH2:40][CH2:41][Si:42]([CH3:45])([CH3:44])[CH3:43])[S:34]([CH3:37])(=[O:36])=[O:35])[CH:29]=[CH:30][CH:31]=3)[CH:26]=[CH:25]2)([C:22]#[C:23][C:8]([F:11])([F:10])[F:9])[CH2:20][CH3:21])=[CH:15][CH:14]=1. Given the reactants O.[F-].[K+].[Si]([C:8]([F:11])([F:10])[F:9])(C)(C)C.[Cl:12][C:13]1[CH:18]=[CH:17][C:16]([C:19]([N:24]2[C:32]3[C:27](=[C:28]([N:33]([CH2:38][O:39][CH2:40][CH2:41][Si:42]([CH3:45])([CH3:44])[CH3:43])[S:34]([CH3:37])(=[O:36])=[O:35])[CH:29]=[CH:30][CH:31]=3)[CH:26]=[CH:25]2)([CH2:22][CH3:23])[C:20]#[CH:21])=[CH:15][CH:14]=1, predict the reaction product. (7) The product is: [CH2:24]([O:19][C:18]([C:4]1[C:3]([CH:21]=[CH2:22])=[C:2]([NH2:1])[N:7]=[C:6]([C:8]2[CH:13]=[CH:12][C:11]([Cl:14])=[C:10]([O:15][CH3:16])[C:9]=2[F:17])[N:5]=1)=[O:20])[CH2:25][CH2:26][CH3:27]. Given the reactants [NH2:1][C:2]1[N:7]=[C:6]([C:8]2[CH:13]=[CH:12][C:11]([Cl:14])=[C:10]([O:15][CH3:16])[C:9]=2[F:17])[N:5]=[C:4]([C:18]([OH:20])=[O:19])[C:3]=1[CH:21]=[CH2:22].I[CH2:24][CH2:25][CH2:26][CH3:27].C(=O)([O-])[O-].[Li+].[Li+], predict the reaction product. (8) Given the reactants [ClH:1].[OH:2][CH:3]1[CH:10]2[CH2:11][C:6]3([C:13]([NH:15][C@H:16]4[CH2:21][CH2:20][CH2:19][N:18]([C:22]([N:24]5[CH2:40][CH2:39][C:27]6([CH2:31][N:30](C(OC(C)(C)C)=O)[CH2:29][CH2:28]6)[CH2:26][CH2:25]5)=[O:23])[CH2:17]4)=[O:14])[CH2:7][CH:8]([CH2:12][CH:4]1[CH2:5]3)[CH2:9]2, predict the reaction product. The product is: [ClH:1].[CH2:31]1[C:27]2([CH2:26][CH2:25][N:24]([C:22]([N:18]3[CH2:19][CH2:20][CH2:21][C@H:16]([NH:15][C:13]([C:6]45[CH2:5][CH:4]6[CH2:12][CH:8]([CH2:9][CH:10]([CH:3]6[OH:2])[CH2:11]4)[CH2:7]5)=[O:14])[CH2:17]3)=[O:23])[CH2:40][CH2:39]2)[CH2:28][CH2:29][NH:30]1. (9) Given the reactants Br[C:2]1[CH:3]=[C:4]([NH:10][C@H:11]2[C@@H:16]([NH:17][C:18](=[O:24])[O:19][C:20]([CH3:23])([CH3:22])[CH3:21])[CH2:15][CH2:14][S:13](=[O:26])(=[O:25])[CH2:12]2)[CH:5]=[N:6][C:7]=1[C:8]#[N:9].[CH3:27][O:28][C:29]1[CH:34]=[C:33]([CH3:35])[N:32]=[C:31]([NH2:36])[CH:30]=1.C(=O)([O-])[O-].[Cs+].[Cs+], predict the reaction product. The product is: [C:8]([C:7]1[N:6]=[CH:5][C:4]([NH:10][C@H:11]2[C@@H:16]([NH:17][C:18](=[O:24])[O:19][C:20]([CH3:23])([CH3:22])[CH3:21])[CH2:15][CH2:14][S:13](=[O:26])(=[O:25])[CH2:12]2)=[CH:3][C:2]=1[NH:36][C:31]1[CH:30]=[C:29]([O:28][CH3:27])[CH:34]=[C:33]([CH3:35])[N:32]=1)#[N:9].